Dataset: Forward reaction prediction with 1.9M reactions from USPTO patents (1976-2016). Task: Predict the product of the given reaction. (1) The product is: [OH:1][CH:2]([C:6]1[CH:11]=[CH:10][C:9]([C:12]2[N:16]=[C:15]([C:17]3[O:21][N:20]=[C:19]([C:22]4[CH:27]=[CH:26][CH:25]=[CH:24][CH:23]=4)[C:18]=3[C:28]([F:29])([F:31])[F:30])[O:14][N:13]=2)=[CH:8][CH:7]=1)[C:3]([NH:38][CH2:37][C:33]1[O:32][CH:36]=[CH:35][N:34]=1)=[O:4]. Given the reactants [OH:1][CH:2]([C:6]1[CH:11]=[CH:10][C:9]([C:12]2[N:16]=[C:15]([C:17]3[O:21][N:20]=[C:19]([C:22]4[CH:27]=[CH:26][CH:25]=[CH:24][CH:23]=4)[C:18]=3[C:28]([F:31])([F:30])[F:29])[O:14][N:13]=2)=[CH:8][CH:7]=1)[C:3](O)=[O:4].[O:32]1[CH:36]=[CH:35][N:34]=[C:33]1[CH2:37][NH2:38].CN1CCOCC1.CN(C(ON1N=NC2C=CC=NC1=2)=[N+](C)C)C.F[P-](F)(F)(F)(F)F, predict the reaction product. (2) Given the reactants [CH3:1][C:2]1[NH:10][C:9]2[CH2:8][CH2:7][NH:6][C:5](=[O:11])[C:4]=2[C:3]=1[CH2:12][C:13]1[CH:18]=[CH:17][CH:16]=[CH:15][C:14]=1[S:19]([N:22]1[CH2:26][CH2:25][CH2:24][CH2:23]1)(=[O:21])=[O:20].C(=O)([O-])[O-].[K+].[K+].Br[CH2:34][C:35]([O:37][CH2:38][CH3:39])=[O:36], predict the reaction product. The product is: [CH3:1][C:2]1[N:10]([CH2:34][C:35]([O:37][CH2:38][CH3:39])=[O:36])[C:9]2[CH2:8][CH2:7][NH:6][C:5](=[O:11])[C:4]=2[C:3]=1[CH2:12][C:13]1[CH:18]=[CH:17][CH:16]=[CH:15][C:14]=1[S:19]([N:22]1[CH2:26][CH2:25][CH2:24][CH2:23]1)(=[O:21])=[O:20]. (3) Given the reactants CCN(C(C)C)C(C)C.[Cl:10][C:11]1[N:16]=[C:15]([OH:17])[C:14]([O:18][CH3:19])=[CH:13][N:12]=1.[Cl:20][C:21]1[CH:28]=[CH:27][C:24]([CH2:25]Br)=[CH:23][CH:22]=1.[NH4+].[Cl-], predict the reaction product. The product is: [Cl:10][C:11]1[N:12]([CH2:25][C:24]2[CH:27]=[CH:28][C:21]([Cl:20])=[CH:22][CH:23]=2)[CH:13]=[C:14]([O:18][CH3:19])[C:15](=[O:17])[N:16]=1.